From a dataset of Reaction yield outcomes from USPTO patents with 853,638 reactions. Predict the reaction yield, written as a fraction of the theoretical maximum amount of product (1.0 means a 100% yield; for example, 0.34 means a 34% yield). (1) The yield is 0.536. The product is [F:1][C:2]1[CH:3]=[CH:4][C:5]([CH2:6][C:7]2[C:16]([O:17][CH2:28][CH2:29][CH3:30])=[CH:15][CH:14]=[C:13]3[C:8]=2[C:9](=[O:24])[N:10]([CH2:20][CH2:21][CH2:22][OH:23])[C:11](=[O:19])[N:12]3[CH3:18])=[CH:25][CH:26]=1. The catalyst is CN(C=O)C.O. The reactants are [F:1][C:2]1[CH:26]=[CH:25][C:5]([CH2:6][C:7]2[C:16]([OH:17])=[CH:15][CH:14]=[C:13]3[C:8]=2[C:9](=[O:24])[N:10]([CH2:20][CH2:21][CH2:22][OH:23])[C:11](=[O:19])[N:12]3[CH3:18])=[CH:4][CH:3]=1.Br[CH2:28][CH2:29][CH3:30].C([O-])([O-])=O.[K+].[K+].CCCC[N+](CCCC)(CCCC)CCCC.[F-]. (2) The product is [CH3:12][C@H:13]1[NH:14][CH2:15][CH2:16][N:17]([C:2]2[CH:7]=[CH:6][C:5]([C:8]([F:11])([F:10])[F:9])=[CH:4][N:3]=2)[CH2:18]1. The catalyst is CC(N(C)C)=O. The yield is 0.690. The reactants are Br[C:2]1[CH:7]=[CH:6][C:5]([C:8]([F:11])([F:10])[F:9])=[CH:4][N:3]=1.[CH3:12][C@@H:13]1[CH2:18][NH:17][CH2:16][CH2:15][NH:14]1.CCN(C(C)C)C(C)C. (3) The reactants are [Si:1]([O:8][CH2:9][C@@H:10]1[C@H:14]2[O:15][C:16]([CH3:19])([CH3:18])[O:17][C@H:13]2[C@H:12]([NH2:20])[CH2:11]1)([C:4]([CH3:7])([CH3:6])[CH3:5])([CH3:3])[CH3:2].Cl[C:22]1[N:27]=[C:26]([CH3:28])[N:25]=[C:24]([NH:29][C@@H:30]2[C:38]3[C:33](=[CH:34][CH:35]=[CH:36][CH:37]=3)[CH2:32][CH2:31]2)[N:23]=1.C(=O)([O-])[O-].[K+].[K+]. The catalyst is O1CCOCC1. The product is [Si:1]([O:8][CH2:9][C@H:10]1[C@H:14]2[O:15][C:16]([CH3:19])([CH3:18])[O:17][C@H:13]2[C@H:12]([NH:20][C:22]2[N:23]=[C:24]([NH:29][C@@H:30]3[C:38]4[C:33](=[CH:34][CH:35]=[CH:36][CH:37]=4)[CH2:32][CH2:31]3)[N:25]=[C:26]([CH3:28])[N:27]=2)[CH2:11]1)([C:4]([CH3:7])([CH3:5])[CH3:6])([CH3:2])[CH3:3]. The yield is 0.240. (4) The reactants are [CH:1]([C:3]1[CH:8]=[CH:7][CH:6]=[CH:5][C:4]=1B(O)O)=[O:2].[CH3:12][C:13]1[CH:17]=[C:16]([CH3:18])[NH:15][N:14]=1.N1C=CC=CC=1. The catalyst is C(Cl)Cl.CC([O-])=O.CC([O-])=O.[Cu+2]. The product is [CH3:12][C:13]1[CH:17]=[C:16]([CH3:18])[N:15]([C:4]2[CH:5]=[CH:6][CH:7]=[CH:8][C:3]=2[CH:1]=[O:2])[N:14]=1. The yield is 0.0800. (5) The reactants are [N:1]1[CH:6]=[CH:5][C:4]([NH2:7])=[N:3][CH:2]=1.[Cl:8][C:9]1[C:14]([C:15]#[N:16])=[CH:13][C:12]([C:17]2[C:26]3[C:21](=[CH:22][C:23]([S:27](OC4C(F)=C(F)C(F)=C(F)C=4F)(=[O:29])=[O:28])=[CH:24][CH:25]=3)[CH:20]=[CH:19][N:18]=2)=[C:11]([O:42][CH3:43])[CH:10]=1.[Li+].C[Si]([N-][Si](C)(C)C)(C)C.Cl.O1CCOCC1. The catalyst is C1COCC1. The product is [Cl:8][C:9]1[C:14]([C:15]#[N:16])=[CH:13][C:12]([C:17]2[C:26]3[C:21](=[CH:22][C:23]([S:27]([NH:7][C:4]4[CH:5]=[CH:6][N:1]=[CH:2][N:3]=4)(=[O:29])=[O:28])=[CH:24][CH:25]=3)[CH:20]=[CH:19][N:18]=2)=[C:11]([O:42][CH3:43])[CH:10]=1. The yield is 0.950. (6) The reactants are [CH3:1][C:2]1[N:11]=[C:10]([N:12]([C:14]2[CH:19]=[CH:18][C:17]([NH2:20])=[CH:16][CH:15]=2)[CH3:13])[C:9]2[C:4](=[CH:5][CH:6]=[CH:7][CH:8]=2)[N:3]=1.CO.N([O-])=O.[Na+].[N-:27]=[N+:28]=[N-].[Na+]. The catalyst is Cl.O.C(OCC)(=O)C. The product is [N:20]([C:17]1[CH:16]=[CH:15][C:14]([N:12]([C:10]2[C:9]3[C:4](=[CH:5][CH:6]=[CH:7][CH:8]=3)[N:3]=[C:2]([CH3:1])[N:11]=2)[CH3:13])=[CH:19][CH:18]=1)=[N+:27]=[N-:28]. The yield is 0.900. (7) The reactants are Cl.[CH3:2][O:3][C:4](=[O:14])[C@H:5]([CH2:7][C:8]1[CH:13]=[CH:12][CH:11]=[CH:10][CH:9]=1)[NH2:6].C1CCN2C(=NCCC2)CC1.[Cl:26][C:27]1[CH:32]=[CH:31][C:30]([N:33]=[C:34]=[O:35])=[CH:29][CH:28]=1. The catalyst is C(#N)C. The product is [Cl:26][C:27]1[CH:32]=[CH:31][C:30]([NH:33][C:34](=[O:35])[NH:6][CH:5]([CH2:7][C:8]2[CH:13]=[CH:12][CH:11]=[CH:10][CH:9]=2)[C:4]([O:3][CH3:2])=[O:14])=[CH:29][CH:28]=1. The yield is 0.970.